From a dataset of Full USPTO retrosynthesis dataset with 1.9M reactions from patents (1976-2016). Predict the reactants needed to synthesize the given product. Given the product [CH2:16]([C:2]1([CH2:3][O:4][C:5]([NH:7][C@H:8]([C:13]([OH:15])=[O:14])[C:9]([CH3:10])([CH3:11])[CH3:12])=[O:6])[CH2:20][CH2:1]1)[CH2:17][CH:18]=[CH2:19], predict the reactants needed to synthesize it. The reactants are: [CH3:1][C:2]([CH3:20])([CH2:16][CH2:17][CH:18]=[CH2:19])[CH2:3][O:4][C:5]([NH:7][C@H:8]([C:13]([OH:15])=[O:14])[C:9]([CH3:12])([CH3:11])[CH3:10])=[O:6].CC(C)(CCC=C)C(OCC)=O.